From a dataset of Catalyst prediction with 721,799 reactions and 888 catalyst types from USPTO. Predict which catalyst facilitates the given reaction. (1) The catalyst class is: 41. Product: [C:28]([C:20]1[CH:19]=[C:18]([CH:23]=[CH:22][C:21]=1[O:24][CH:25]([CH3:27])[CH3:26])[C:17]([NH:16][C@@H:12]([CH2:11][C:8]1[CH:7]=[CH:6][C:5]([C:3]2[N:31]=[C:32]3[C:37]([CH3:38])=[CH:36][CH:35]=[CH:34][N:33]3[CH:2]=2)=[CH:10][CH:9]=1)[CH2:13][CH2:14][OH:15])=[O:30])#[N:29]. Reactant: Br[CH2:2][C:3]([C:5]1[CH:10]=[CH:9][C:8]([CH2:11][C@H:12]([NH:16][C:17](=[O:30])[C:18]2[CH:23]=[CH:22][C:21]([O:24][CH:25]([CH3:27])[CH3:26])=[C:20]([C:28]#[N:29])[CH:19]=2)[CH2:13][CH2:14][OH:15])=[CH:7][CH:6]=1)=O.[NH2:31][C:32]1[C:37]([CH3:38])=[CH:36][CH:35]=[CH:34][N:33]=1.C([O-])(O)=O.[Na+]. (2) The catalyst class is: 37. Reactant: Br[C:2]1[C:7]([N+:8]([O-:10])=[O:9])=[CH:6][C:5]([C:11]2[C:12]([CH3:17])=[N:13][O:14][C:15]=2[CH3:16])=[CH:4][C:3]=1[I:18].[CH:19]1([NH2:22])[CH2:21][CH2:20]1. Product: [CH:19]1([NH:22][C:2]2[C:7]([N+:8]([O-:10])=[O:9])=[CH:6][C:5]([C:11]3[C:12]([CH3:17])=[N:13][O:14][C:15]=3[CH3:16])=[CH:4][C:3]=2[I:18])[CH2:21][CH2:20]1. (3) The catalyst class is: 1. Product: [Cl:24][C:20]1[CH:19]=[C:18]([CH:8]([NH2:7])[CH2:9][NH:10][C:11]2[CH:12]=[N:13][CH:14]=[CH:15][CH:16]=2)[CH:23]=[CH:22][CH:21]=1. Reactant: C(OC(=O)[NH:7][CH:8]([C:18]1[CH:23]=[CH:22][CH:21]=[C:20]([Cl:24])[CH:19]=1)[C:9](=O)[NH:10][C:11]1[CH:12]=[N:13][CH:14]=[CH:15][CH:16]=1)(C)(C)C.B.C1COCC1. (4) Reactant: CC(C1C=C(C(C)C)C(C2C=CC=CC=2P(C2CCCCC2)C2CCCCC2)=C(C(C)C)C=1)C.[O:35]1[CH2:40][CH2:39][N:38]([C:41]2[C:46]([NH2:47])=[CH:45][C:44]([N:48]3[CH2:53][CH2:52][O:51][CH2:50][CH2:49]3)=[CH:43][N:42]=2)[CH2:37][CH2:36]1.Cl[C:55]1[C:64]2[C:59](=[CH:60][C:61]([O:66][CH3:67])=[C:62]([Cl:65])[CH:63]=2)[N:58]=[C:57]([C:68]2[CH:73]=[CH:72][CH:71]=[CH:70][N:69]=2)[C:56]=1[CH3:74].CC(C)([O-])C.[Na+]. Product: [Cl:65][C:62]1[CH:63]=[C:64]2[C:59](=[CH:60][C:61]=1[O:66][CH3:67])[N:58]=[C:57]([C:68]1[CH:73]=[CH:72][CH:71]=[CH:70][N:69]=1)[C:56]([CH3:74])=[C:55]2[NH:47][C:46]1[C:41]([N:38]2[CH2:39][CH2:40][O:35][CH2:36][CH2:37]2)=[N:42][CH:43]=[C:44]([N:48]2[CH2:49][CH2:50][O:51][CH2:52][CH2:53]2)[CH:45]=1. The catalyst class is: 882. (5) Reactant: C1C2C(=CC=CC=2)C(CC([C:13]2C=CC=C[N:14]=2)C)=C1.[CH2:19]([Li])[CH2:20][CH2:21][CH3:22].[CH3:24][CH2:25][CH2:26]CCC.O1[CH2:34][CH2:33][CH2:32][CH2:31]1.O1[CH2:39][CH2:38][CH2:37][CH2:36]1.O1CCC[CH2:41]1.[Cl-:45].[Cl-].[Cl-].[Cr+3:48]. Product: [Cl-:45].[Cl-:45].[N:14]1[CH:13]=[CH:19][CH:20]=[CH:21][C:22]=1[C:32]([C:33]1[C:34]2[C:38](=[CH:39][CH:24]=[CH:25][CH:26]=2)[CH:37]([Cr+2:48])[CH:36]=1)([CH3:41])[CH3:31]. The catalyst class is: 7. (6) Reactant: C([O:3][C:4]([C:6]1[O:7][C:8]2[CH:20]=[CH:19][C:18]([Cl:21])=[CH:17][C:9]=2[C:10]=1[NH:11][C:12](OCC)=[O:13])=O)C.O.[NH2:23][NH2:24]. Product: [NH2:23][N:24]1[C:4](=[O:3])[C:6]2[O:7][C:8]3[CH:20]=[CH:19][C:18]([Cl:21])=[CH:17][C:9]=3[C:10]=2[NH:11][C:12]1=[O:13]. The catalyst class is: 8. (7) Reactant: [C:1]([NH:9][C:10]1[S:11][C:12]([C:16]([O:18]CC)=[O:17])=[C:13]([CH3:15])[N:14]=1)(=[O:8])[C:2]1[CH:7]=[CH:6][CH:5]=[CH:4][CH:3]=1.[OH-].[Li+].C(O)(=O)C. Product: [C:1]([NH:9][C:10]1[S:11][C:12]([C:16]([OH:18])=[O:17])=[C:13]([CH3:15])[N:14]=1)(=[O:8])[C:2]1[CH:7]=[CH:6][CH:5]=[CH:4][CH:3]=1. The catalyst class is: 30. (8) Product: [CH3:3][O:4][C:5]1[CH:6]=[CH:7][C:8]([NH:11][C:12]2[CH:17]=[CH:16][CH:15]=[CH:14][C:13]=2[NH:18][C:25]([C:21]2[S:22][CH:23]=[CH:24][C:20]=2[Br:19])=[O:26])=[CH:9][CH:10]=1. The catalyst class is: 142. Reactant: Cl.Cl.[CH3:3][O:4][C:5]1[CH:10]=[CH:9][C:8]([NH:11][C:12]2[C:13]([NH2:18])=[CH:14][CH:15]=[CH:16][CH:17]=2)=[CH:7][CH:6]=1.[Br:19][C:20]1[CH:24]=[CH:23][S:22][C:21]=1[C:25](O)=[O:26].CCN(CC)CC.CCOC(C)=O.[N-]=C=O. (9) Product: [F:24][C:25]1[CH:30]=[C:29]([F:31])[CH:28]=[CH:27][C:26]=1[NH:32][C:33]([NH:20][C:19]1[CH:21]=[CH:22][C:16]([O:15][C:6]2[C:5]3[C:10](=[CH:11][C:12]([O:13][CH3:14])=[C:3]([O:2][CH3:1])[CH:4]=3)[N:9]=[CH:8][N:7]=2)=[CH:17][C:18]=1[CH3:23])=[O:34]. Reactant: [CH3:1][O:2][C:3]1[CH:4]=[C:5]2[C:10](=[CH:11][C:12]=1[O:13][CH3:14])[N:9]=[CH:8][N:7]=[C:6]2[O:15][C:16]1[CH:22]=[CH:21][C:19]([NH2:20])=[C:18]([CH3:23])[CH:17]=1.[F:24][C:25]1[CH:30]=[C:29]([F:31])[CH:28]=[CH:27][C:26]=1[N:32]=[C:33]=[O:34]. The catalyst class is: 22.